Dataset: Forward reaction prediction with 1.9M reactions from USPTO patents (1976-2016). Task: Predict the product of the given reaction. (1) Given the reactants [Cl:1][C:2]1[C:7]([S:8]([NH2:11])(=[O:10])=[O:9])=[C:6]([OH:12])[C:5]([NH:13][C:14]2[C:17](=[O:18])[C:16](=[O:19])[C:15]=2Cl)=[CH:4][CH:3]=1.[O:21]([C:28]1[CH:34]=[CH:33][CH:32]=[CH:31][C:29]=1[NH2:30])[C:22]1[CH:27]=[CH:26][CH:25]=[CH:24][CH:23]=1, predict the reaction product. The product is: [O:21]([C:28]1[CH:34]=[CH:33][CH:32]=[CH:31][C:29]=1[NH:30][C:15]1[C:16](=[O:19])[C:17](=[O:18])[C:14]=1[NH:13][C:5]1[C:6]([OH:12])=[C:7]([S:8]([NH2:11])(=[O:10])=[O:9])[C:2]([Cl:1])=[CH:3][CH:4]=1)[C:22]1[CH:23]=[CH:24][CH:25]=[CH:26][CH:27]=1. (2) Given the reactants [Br:1][C:2]1[C:10]2[O:9][CH:8]([CH3:11])[CH2:7][C:6]=2[C:5]([Cl:12])=[C:4]([C:13]([OH:15])=O)[CH:3]=1.C(Cl)(=O)C(Cl)=O.[C:22]1([O:28][CH2:29][CH3:30])[CH:27]=[CH:26][CH:25]=[CH:24][CH:23]=1.[Al+3].[Cl-].[Cl-].[Cl-], predict the reaction product. The product is: [Br:1][C:2]1[C:10]2[O:9][CH:8]([CH3:11])[CH2:7][C:6]=2[C:5]([Cl:12])=[C:4]([C:13]([C:25]2[CH:26]=[CH:27][C:22]([O:28][CH2:29][CH3:30])=[CH:23][CH:24]=2)=[O:15])[CH:3]=1. (3) Given the reactants [C:1]([N:5]([CH2:13][CH2:14][O:15][CH2:16][C:17]#[CH:18])[C:6](=[O:12])[C:7]([O:9][CH2:10][CH3:11])=[O:8])([CH3:4])([CH3:3])[CH3:2].Br[C:20]1[S:24][CH:23]=[N:22][CH:21]=1.C(NC(C)C)(C)C.C(P(C(C)(C)C)C(C)(C)C)(C)(C)C.[NH4+].[Cl-], predict the reaction product. The product is: [C:1]([N:5]([CH2:13][CH2:14][O:15][CH2:16][C:17]#[C:18][C:20]1[S:24][CH:23]=[N:22][CH:21]=1)[C:6](=[O:12])[C:7]([O:9][CH2:10][CH3:11])=[O:8])([CH3:3])([CH3:4])[CH3:2]. (4) Given the reactants [C:1]([O:5][C:6]([C@@H:8]1[N:12]([CH2:13][C:14]2[CH:19]=[CH:18][CH:17]=[CH:16][CH:15]=2)[C@@H:11]([CH:20]=[CH2:21])[C@H:10]([CH2:22][OH:23])[CH2:9]1)=[O:7])([CH3:4])([CH3:3])[CH3:2].[Si:24](Cl)([C:27]([CH3:30])([CH3:29])[CH3:28])([CH3:26])[CH3:25].N1C=CN=C1, predict the reaction product. The product is: [C:1]([O:5][C:6]([C@@H:8]1[N:12]([CH2:13][C:14]2[CH:15]=[CH:16][CH:17]=[CH:18][CH:19]=2)[C@@H:11]([CH:20]=[CH2:21])[C@H:10]([CH2:22][O:23][Si:24]([C:27]([CH3:30])([CH3:29])[CH3:28])([CH3:26])[CH3:25])[CH2:9]1)=[O:7])([CH3:4])([CH3:3])[CH3:2]. (5) Given the reactants [N+:1]([C:4]1[CH:9]=[CH:8][CH:7]=[CH:6][C:5]=1Cl)([O-:3])=[O:2].[NH:11]1[CH2:16][CH2:15][O:14][CH2:13][CH2:12]1.CC([O-])(C)C.[Na+].C(Cl)(Cl)Cl, predict the reaction product. The product is: [N+:1]([C:4]1[CH:9]=[CH:8][CH:7]=[CH:6][C:5]=1[N:11]1[CH2:16][CH2:15][O:14][CH2:13][CH2:12]1)([O-:3])=[O:2]. (6) Given the reactants C([NH:9][C:10]([NH:12][C:13]1[C:18]([O:19][CH2:20][C:21]2[CH:26]=[CH:25][CH:24]=[CH:23][CH:22]=2)=[N:17][C:16]([Br:27])=[CH:15][N:14]=1)=[S:11])(=O)C1C=CC=CC=1.C(=O)([O-])[O-].[K+].[K+], predict the reaction product. The product is: [CH2:20]([O:19][C:18]1[C:13]([NH:12][C:10]([NH2:9])=[S:11])=[N:14][CH:15]=[C:16]([Br:27])[N:17]=1)[C:21]1[CH:22]=[CH:23][CH:24]=[CH:25][CH:26]=1. (7) Given the reactants [I:1][C:2]1[C:3]2[C:4](=[CH:8][NH:9][N:10]=2)[N:5]=[CH:6][CH:7]=1.Br[CH2:12][CH2:13][C:14]([CH3:17])([OH:16])[CH3:15].C([O-])([O-])=O.[Cs+].[Cs+], predict the reaction product. The product is: [I:1][C:2]1[CH:7]=[CH:6][N:5]=[C:4]2[CH:8]=[N:9][N:10]([CH2:12][CH2:13][C:14]([CH3:17])([OH:16])[CH3:15])[C:3]=12.